Dataset: Catalyst prediction with 721,799 reactions and 888 catalyst types from USPTO. Task: Predict which catalyst facilitates the given reaction. (1) Reactant: [Cl:1][C:2]1[C:11]2[C:6](=[CH:7][C:8]([C:12]3[C:17]([CH3:18])=[CH:16][CH:15]=[CH:14][N:13]=3)=[CH:9][CH:10]=2)[CH:5]=[N:4][N:3]=1.[C:19]([C:23]1[CH:29]=[CH:28][C:26]([NH2:27])=[CH:25][CH:24]=1)([CH3:22])([CH3:21])[CH3:20]. Product: [ClH:1].[C:19]([C:23]1[CH:24]=[CH:25][C:26]([NH:27][C:2]2[C:11]3[C:6](=[CH:7][C:8]([C:12]4[C:17]([CH3:18])=[CH:16][CH:15]=[CH:14][N:13]=4)=[CH:9][CH:10]=3)[CH:5]=[N:4][N:3]=2)=[CH:28][CH:29]=1)([CH3:22])([CH3:20])[CH3:21]. The catalyst class is: 12. (2) Reactant: [C:1]([N:4]1[C:13]2[C:8](=[CH:9][C:10]([N:14]3[CH2:19][CH2:18][N:17](C(OC(C)(C)C)=O)[CH2:16][CH2:15]3)=[CH:11][CH:12]=2)[C@H:7]([NH:27][C:28]2[CH:33]=[N:32][C:31]([CH3:34])=[CH:30][N:29]=2)[C@@H:6]([CH3:35])[C@@H:5]1[CH2:36][CH3:37])(=[O:3])[CH3:2].C(O)(C(F)(F)F)=O. Product: [CH2:36]([C@H:5]1[C@H:6]([CH3:35])[C@@H:7]([NH:27][C:28]2[CH:33]=[N:32][C:31]([CH3:34])=[CH:30][N:29]=2)[C:8]2[C:13](=[CH:12][CH:11]=[C:10]([N:14]3[CH2:15][CH2:16][NH:17][CH2:18][CH2:19]3)[CH:9]=2)[N:4]1[C:1](=[O:3])[CH3:2])[CH3:37]. The catalyst class is: 98.